From a dataset of Reaction yield outcomes from USPTO patents with 853,638 reactions. Predict the reaction yield, written as a fraction of the theoretical maximum amount of product (1.0 means a 100% yield; for example, 0.34 means a 34% yield). (1) The reactants are Cl.C(O[C:5]([C:7]1[CH:8]=[C:9]2[C:13](=[CH:14][CH:15]=1)[NH:12][N:11]=[C:10]2[C:16]1[CH:21]=[CH:20][C:19]([F:22])=[CH:18][CH:17]=1)=[NH:6])C.C(N(CC)CC)C.[Cl:30][C:31]1[CH:40]=[CH:39][C:34]([C:35]([NH:37][NH2:38])=O)=[CH:33][CH:32]=1. The catalyst is C(O)C. The product is [Cl:30][C:31]1[CH:40]=[CH:39][C:34]([C:35]2[NH:6][C:5]([C:7]3[CH:8]=[C:9]4[C:13](=[CH:14][CH:15]=3)[NH:12][N:11]=[C:10]4[C:16]3[CH:21]=[CH:20][C:19]([F:22])=[CH:18][CH:17]=3)=[N:38][N:37]=2)=[CH:33][CH:32]=1. The yield is 0.190. (2) The yield is 0.990. The reactants are C1(P(C2CCCCC2)C2CCCCC2)CCCCC1.CCCCCC[CH2:26][CH2:27][CH2:28][CH2:29][CH2:30][CH2:31][CH3:32].CN(C)CCO[C:38]1[CH:47]=[CH:46][C:45]2[CH2:44][CH2:43][CH2:42][CH2:41][C:40]=2[CH:39]=1.C(OCOCC)C.C1(C)C(C2C(C)=CC=CC=2)=CC=CC=1.CC1C=CC(O)=CC=1. The product is [CH3:32][C:31]1[CH:26]=[CH:27][C:28]([C:38]2[CH:39]=[C:40]3[C:45](=[CH:46][CH:47]=2)[CH2:44][CH2:43][CH2:42][CH2:41]3)=[CH:29][CH:30]=1. No catalyst specified. (3) The product is [C:1]([O:5][C:6](=[O:7])[NH:8][C@H:9]([CH2:14][CH:15]=[CH2:16])[CH2:10][OH:11])([CH3:4])([CH3:3])[CH3:2]. The yield is 0.750. The reactants are [C:1]([O:5][C:6]([NH:8][C@H:9]([CH2:14][CH:15]=[CH2:16])[C:10](OC)=[O:11])=[O:7])([CH3:4])([CH3:3])[CH3:2].[H-].[H-].[H-].[H-].[Li+].[Al+3]. The catalyst is C1COCC1. (4) The reactants are FC(F)(F)C(O)=O.C(OC(=O)[NH:14][C@H:15]([CH3:42])[C:16]([N:18]1[CH2:27][CH2:26][C:25]2[C:24]([NH:28][CH2:29][CH:30]([C:32]34[CH2:41][CH:36]5[CH2:37][CH:38]([CH2:40][CH:34]([CH2:35]5)[CH2:33]3)[CH2:39]4)[OH:31])=[N:23][CH:22]=[N:21][C:20]=2[CH2:19]1)=[O:17])(C)(C)C. The catalyst is C(Cl)Cl. The product is [C:32]12([CH:30]([OH:31])[CH2:29][NH:28][C:24]3[C:25]4[CH2:26][CH2:27][N:18]([C:16](=[O:17])[C@H:15]([NH2:14])[CH3:42])[CH2:19][C:20]=4[N:21]=[CH:22][N:23]=3)[CH2:33][CH:34]3[CH2:40][CH:38]([CH2:37][CH:36]([CH2:35]3)[CH2:41]1)[CH2:39]2. The yield is 1.00. (5) The catalyst is C(Cl)(Cl)(Cl)Cl. The reactants are [CH2:1]1[C@@H:5]2[C@@H:6]3[C:11](=[O:12])[O:10][C:8](=[O:9])[C@@H:7]3[C@H:2]1[CH:3]=[CH:4]2.C1(C)C=CC=CC=1.COC1C=CC2N=CC=C([C@H](O)[C@@H]3N4C[C@H](C=C)C(CC4)C3)C=2C=1.[CH3:44][OH:45]. The yield is 0.990. The product is [CH3:44][O:45][C:11]([C@H:6]1[C@H:5]2[CH2:1][C@H:2]([CH:3]=[CH:4]2)[C@H:7]1[C:8]([OH:10])=[O:9])=[O:12]. (6) The reactants are [NH2:1][C:2]1[CH:3]=[C:4]2[C:9](=[CH:10][CH:11]=1)[CH2:8][N:7]([C:12]([O:14][C:15]([CH3:18])([CH3:17])[CH3:16])=[O:13])[CH2:6][CH2:5]2.Br[C:20]1[C:21](=[O:28])[N:22]([CH3:27])[CH:23]=[C:24]([Br:26])[N:25]=1.C(N(CC)CC)C. The catalyst is CC(O)C. The product is [Br:26][C:24]1[N:25]=[C:20]([NH:1][C:2]2[CH:3]=[C:4]3[C:9](=[CH:10][CH:11]=2)[CH2:8][N:7]([C:12]([O:14][C:15]([CH3:18])([CH3:17])[CH3:16])=[O:13])[CH2:6][CH2:5]3)[C:21](=[O:28])[N:22]([CH3:27])[CH:23]=1. The yield is 0.650. (7) The reactants are Cl[CH2:2][C:3]([C:5]1[CH:10]=[CH:9][CH:8]=[C:7]([CH3:11])[C:6]=1[OH:12])=[O:4].C(=O)([O-])[O-].[K+].[K+]. The catalyst is C(#N)C. The product is [CH3:11][C:7]1[C:6]2[O:12][CH2:2][C:3](=[O:4])[C:5]=2[CH:10]=[CH:9][CH:8]=1. The yield is 0.430. (8) The reactants are [CH3:1][C:2]1[C:7](=O)[CH2:6][CH2:5][C:4]([CH3:10])([CH3:9])[C:3]=1/[CH:11]=[CH:12]/[C:13]([O:15][CH3:16])=[O:14].[CH2:17]([SH:20])[CH2:18][SH:19]. The catalyst is O.[Cl-].[Zn+2].[Cl-]. The product is [CH3:1][C:2]1[C:7]2([CH2:6][CH2:5][C:4]([CH3:10])([CH3:9])[C:3]=1/[CH:11]=[CH:12]/[C:13]([O:15][CH3:16])=[O:14])[S:20][CH2:17][CH2:18][S:19]2. The yield is 0.850.